This data is from Full USPTO retrosynthesis dataset with 1.9M reactions from patents (1976-2016). The task is: Predict the reactants needed to synthesize the given product. Given the product [Cl:1][C:2]1[CH:8]=[C:7]([O:9][C:10]2[C:11]3[N:18]([CH3:19])[CH:17]=[CH:16][C:12]=3[N:13]=[CH:14][N:15]=2)[CH:6]=[CH:5][C:3]=1[NH:4][C:31]([NH:44][CH2:43][CH2:42][C:41]([F:46])([F:45])[F:40])=[O:37], predict the reactants needed to synthesize it. The reactants are: [Cl:1][C:2]1[CH:8]=[C:7]([O:9][C:10]2[C:11]3[N:18]([CH3:19])[CH:17]=[CH:16][C:12]=3[N:13]=[CH:14][N:15]=2)[CH:6]=[CH:5][C:3]=1[NH2:4].C(N(CC)CC)C.ClC(Cl)(O[C:31](=[O:37])OC(Cl)(Cl)Cl)Cl.Cl.[F:40][C:41]([F:46])([F:45])[CH2:42][CH2:43][NH2:44].